From a dataset of Forward reaction prediction with 1.9M reactions from USPTO patents (1976-2016). Predict the product of the given reaction. (1) Given the reactants [CH2:1]([NH:5][C:6]1[N:11]=[C:10]([C:12]2[C:13]([C:22]3[CH:27]=[CH:26][C:25]([F:28])=[CH:24][CH:23]=3)=[N:14][N:15]3[C:20](Cl)=[CH:19][CH:18]=[CH:17][C:16]=23)[CH:9]=[CH:8][N:7]=1)[CH2:2][CH2:3][CH3:4].[CH3:29][NH2:30], predict the reaction product. The product is: [CH2:1]([NH:5][C:6]1[N:11]=[C:10]([C:12]2[C:13]([C:22]3[CH:27]=[CH:26][C:25]([F:28])=[CH:24][CH:23]=3)=[N:14][N:15]3[C:20]([NH:30][CH3:29])=[CH:19][CH:18]=[CH:17][C:16]=23)[CH:9]=[CH:8][N:7]=1)[CH2:2][CH2:3][CH3:4]. (2) Given the reactants I[C:2]1[C:10]2[C:5](=[N:6][CH:7]=[C:8]([C:11]3[CH:16]=[CH:15][C:14]([N:17]4[CH2:22][CH2:21][N:20]([C:23]([O:25][C:26]([CH3:29])([CH3:28])[CH3:27])=[O:24])[CH2:19][CH2:18]4)=[CH:13][CH:12]=3)[CH:9]=2)[N:4]([S:30]([C:33]2[CH:39]=[CH:38][C:36]([CH3:37])=[CH:35][CH:34]=2)(=[O:32])=[O:31])[CH:3]=1.[F:40][C:41]1[CH:63]=[CH:62][C:61]([F:64])=[CH:60][C:42]=1[CH2:43][N:44]1[C:48]([CH3:49])=[C:47](B2OC(C)(C)C(C)(C)O2)[C:46]([CH3:59])=[N:45]1.C(=O)([O-])[O-].[Na+].[Na+], predict the reaction product. The product is: [F:40][C:41]1[CH:63]=[CH:62][C:61]([F:64])=[CH:60][C:42]=1[CH2:43][N:44]1[C:48]([CH3:49])=[C:47]([C:2]2[C:10]3[C:5](=[N:6][CH:7]=[C:8]([C:11]4[CH:16]=[CH:15][C:14]([N:17]5[CH2:22][CH2:21][N:20]([C:23]([O:25][C:26]([CH3:29])([CH3:28])[CH3:27])=[O:24])[CH2:19][CH2:18]5)=[CH:13][CH:12]=4)[CH:9]=3)[N:4]([S:30]([C:33]3[CH:39]=[CH:38][C:36]([CH3:37])=[CH:35][CH:34]=3)(=[O:32])=[O:31])[CH:3]=2)[C:46]([CH3:59])=[N:45]1. (3) Given the reactants [CH3:1][C:2]1([CH3:20])[O:6][C@@H:5]([C@@H:7]2[C@@H:11]3[O:12][C:13]([CH3:16])([CH3:15])[O:14][C@:10]3([CH2:17]O)[C:9](=[O:19])[O:8]2)[CH2:4][O:3]1.N1C=CN=C1.C1(P(C2C=CC=CC=2)C2C=CC=CC=2)C=CC=CC=1.[I:45]I, predict the reaction product. The product is: [CH3:1][C:2]1([CH3:20])[O:6][C@@H:5]([C@@H:7]2[C@@H:11]3[O:12][C:13]([CH3:16])([CH3:15])[O:14][C@:10]3([CH2:17][I:45])[C:9](=[O:19])[O:8]2)[CH2:4][O:3]1. (4) Given the reactants [CH3:1][C:2]1[C:6]([C:7]([OH:9])=O)=[C:5]([CH3:10])[O:4][N:3]=1.C1(P(C2C=CC=CC=2)C2C=CC=CC=2)C=CC=CC=1.ClN1C(=O)CCC1=O.[CH:38]1([CH2:41][N:42]2[C:50]3[N:49]=[C:48]([CH2:51][C:52]4[CH:57]=[CH:56][C:55]([NH:58][CH3:59])=[CH:54][CH:53]=4)[NH:47][C:46]=3[C:45](=[O:60])[N:44]([CH2:61][C:62]3[CH:67]=[CH:66][CH:65]=[CH:64][C:63]=3[F:68])[C:43]2=[O:69])[CH2:40][CH2:39]1, predict the reaction product. The product is: [CH:38]1([CH2:41][N:42]2[C:50]3[N:49]=[C:48]([CH2:51][C:52]4[CH:53]=[CH:54][C:55]([N:58]([CH3:59])[C:7]([C:6]5[C:2]([CH3:1])=[N:3][O:4][C:5]=5[CH3:10])=[O:9])=[CH:56][CH:57]=4)[NH:47][C:46]=3[C:45](=[O:60])[N:44]([CH2:61][C:62]3[CH:67]=[CH:66][CH:65]=[CH:64][C:63]=3[F:68])[C:43]2=[O:69])[CH2:40][CH2:39]1. (5) Given the reactants [CH3:1][C@H:2]1[CH2:33][C:32]([CH3:34])=[CH:31][C@@H:30]([CH2:35][CH:36]=[CH2:37])[C:28](=[O:29])[CH2:27][C@H:26]([OH:38])[C@@H:25]([CH3:39])[C@@H:24](/[C:40](/[CH3:51])=[CH:41]/[C@H:42]2[CH2:47][C@@H:46]([O:48][CH3:49])[C@H:45]([OH:50])[CH2:44][CH2:43]2)[O:23][C:21](=[O:22])[C@H:20]2[N:15]([CH2:16][CH2:17][CH2:18][CH2:19]2)[C:13](=[O:14])[C:11](=[O:12])[C@:9]2([OH:52])[O:10][C@@H:5]([C@@H:6]([O:54][CH3:55])[CH2:7][C@H:8]2[CH3:53])[C@@H:4]([O:56][CH3:57])[CH2:3]1.[O:58]=[CH:59][C@@H:60]([C@H:62]([C@@H:64]([C@@H:66]([CH2:68][OH:69])[OH:67])[OH:65])[OH:63])[OH:61].C(#N)C, predict the reaction product. The product is: [CH3:1][C@H:2]1[CH2:33][C:32]([CH3:34])=[CH:31][C@@H:30]([CH2:35][CH:36]=[CH2:37])[C:28](=[O:29])[CH2:27][C@H:26]([OH:38])[C@@H:25]([CH3:39])[C@@H:24](/[C:40](/[CH3:51])=[CH:41]/[C@H:42]2[CH2:47][C@@H:46]([O:48][CH3:49])[C@H:45]([OH:50])[CH2:44][CH2:43]2)[O:23][C:21](=[O:22])[C@H:20]2[N:15]([CH2:16][CH2:17][CH2:18][CH2:19]2)[C:13](=[O:14])[C:11](=[O:12])[C@:9]2([OH:52])[O:10][C@@H:5]([C@@H:6]([O:54][CH3:55])[CH2:7][C@H:8]2[CH3:53])[C@@H:4]([O:56][CH3:57])[CH2:3]1.[O:58]=[CH:59][C@@H:60]([C@H:62]([C@@H:64]([C@@H:66]([CH2:68][OH:69])[OH:67])[OH:65])[OH:63])[OH:61]. (6) Given the reactants [N-:1]=[C:2]=[S:3].[Cl:4][C:5]1[C:10]([Cl:11])=[CH:9][CH:8]=[CH:7][CH:6]=1.[N+:12]([C:15]1[CH:16]=[C:17]([C:21]([NH:23][NH2:24])=O)[CH:18]=[CH:19][CH:20]=1)([O-:14])=[O:13], predict the reaction product. The product is: [Cl:4][C:5]1[C:10]([Cl:11])=[CH:9][CH:8]=[CH:7][C:6]=1[NH:1][C:2]1[S:3][C:21]([C:17]2[CH:18]=[CH:19][CH:20]=[C:15]([N+:12]([O-:14])=[O:13])[CH:16]=2)=[N:23][N:24]=1. (7) Given the reactants [ClH:1].Cl.[CH3:3][C:4]1[CH:9]=[C:8]([CH3:10])[CH:7]=[C:6]([CH3:11])[C:5]=1[NH:12][CH:13]([NH:15][C:16]1[C:21]([CH3:22])=[CH:20][C:19]([CH3:23])=[CH:18][C:17]=1[CH3:24])C.[CH2:25](OC(OCC)OCC)[CH3:26].C(O)(=O)C, predict the reaction product. The product is: [Cl-:1].[CH3:3][C:4]1[CH:9]=[C:8]([CH3:10])[CH:7]=[C:6]([CH3:11])[C:5]=1[NH+:12]1[CH2:26][CH2:25][N:15]([C:16]2[C:21]([CH3:22])=[CH:20][C:19]([CH3:23])=[CH:18][C:17]=2[CH3:24])[CH2:13]1. (8) Given the reactants C([O:8][CH2:9][CH2:10][O:11][CH2:12][CH2:13][O:14][CH2:15][CH2:16][O:17][C:18](=[O:50])[CH2:19][NH:20][C:21]1[CH:26]=[CH:25][CH:24]=[C:23]([CH:27]([S:41]([C:44]2[CH:49]=[CH:48][CH:47]=[CH:46][N:45]=2)(=[O:43])=[O:42])[NH:28][CH2:29][C:30]2[CH:35]=[CH:34][C:33]([C:36]3[S:37][CH:38]=[CH:39][N:40]=3)=[CH:32][CH:31]=2)[N:22]=1)C1C=CC=CC=1.FC(F)(F)C(O)=O, predict the reaction product. The product is: [OH:8][CH2:9][CH2:10][O:11][CH2:12][CH2:13][O:14][CH2:15][CH2:16][O:17][C:18](=[O:50])[CH2:19][NH:20][C:21]1[CH:26]=[CH:25][CH:24]=[C:23]([CH:27]([S:41]([C:44]2[CH:49]=[CH:48][CH:47]=[CH:46][N:45]=2)(=[O:43])=[O:42])[NH:28][CH2:29][C:30]2[CH:35]=[CH:34][C:33]([C:36]3[S:37][CH:38]=[CH:39][N:40]=3)=[CH:32][CH:31]=2)[N:22]=1. (9) Given the reactants Cl.[NH:2]1[CH2:6][CH2:5][CH2:4][C@@H:3]1[CH2:7][CH2:8][OH:9].C(N(C(C)C)CC)(C)C.[CH3:19][C:20]1[CH:25]=[CH:24][C:23]([S:26](Cl)(=[O:28])=[O:27])=[CH:22][C:21]=1[N+:30]([O-:32])=[O:31].C(=O)(O)[O-].[Na+], predict the reaction product. The product is: [CH3:19][C:20]1[CH:25]=[CH:24][C:23]([S:26]([N:2]2[CH2:6][CH2:5][CH2:4][C@@H:3]2[CH2:7][CH2:8][OH:9])(=[O:27])=[O:28])=[CH:22][C:21]=1[N+:30]([O-:32])=[O:31].